Dataset: NCI-60 drug combinations with 297,098 pairs across 59 cell lines. Task: Regression. Given two drug SMILES strings and cell line genomic features, predict the synergy score measuring deviation from expected non-interaction effect. (1) Drug 1: CC1=C(C=C(C=C1)NC(=O)C2=CC=C(C=C2)CN3CCN(CC3)C)NC4=NC=CC(=N4)C5=CN=CC=C5. Drug 2: C1=CN(C=N1)CC(O)(P(=O)(O)O)P(=O)(O)O. Cell line: MDA-MB-231. Synergy scores: CSS=-1.12, Synergy_ZIP=2.06, Synergy_Bliss=2.73, Synergy_Loewe=-2.86, Synergy_HSA=-2.07. (2) Drug 1: CC(CN1CC(=O)NC(=O)C1)N2CC(=O)NC(=O)C2. Drug 2: CC1CCC2CC(C(=CC=CC=CC(CC(C(=O)C(C(C(=CC(C(=O)CC(OC(=O)C3CCCCN3C(=O)C(=O)C1(O2)O)C(C)CC4CCC(C(C4)OC)OCCO)C)C)O)OC)C)C)C)OC. Cell line: SK-OV-3. Synergy scores: CSS=18.0, Synergy_ZIP=-5.30, Synergy_Bliss=-5.72, Synergy_Loewe=-9.67, Synergy_HSA=-2.59. (3) Drug 1: CN1CCC(CC1)COC2=C(C=C3C(=C2)N=CN=C3NC4=C(C=C(C=C4)Br)F)OC. Drug 2: CNC(=O)C1=NC=CC(=C1)OC2=CC=C(C=C2)NC(=O)NC3=CC(=C(C=C3)Cl)C(F)(F)F. Cell line: SW-620. Synergy scores: CSS=7.81, Synergy_ZIP=-2.92, Synergy_Bliss=-3.53, Synergy_Loewe=-8.31, Synergy_HSA=-7.84.